From a dataset of Reaction yield outcomes from USPTO patents with 853,638 reactions. Predict the reaction yield, written as a fraction of the theoretical maximum amount of product (1.0 means a 100% yield; for example, 0.34 means a 34% yield). (1) The reactants are [F:1]/[C:2](=[CH:15]/[CH2:16][C:17]1[CH:22]=[C:21]([C:23]([F:26])([F:25])[F:24])[CH:20]=[C:19]([F:27])[CH:18]=1)/[CH2:3][N:4]1C(=O)C2=CC=CC=C2C1=O. The catalyst is CCO.CN. The product is [F:1]/[C:2](=[CH:15]/[CH2:16][C:17]1[CH:22]=[C:21]([C:23]([F:24])([F:26])[F:25])[CH:20]=[C:19]([F:27])[CH:18]=1)/[CH2:3][NH2:4]. The yield is 0.890. (2) The reactants are [O:1]=[C:2]1[C:11]2[C:6](=[CH:7][CH:8]=[CH:9][CH:10]=2)[N:5]=[C:4]([C:12]([NH:14][CH2:15][C:16]2[CH:17]=[C:18]([O:22][CH2:23][CH2:24][CH2:25][C:26](O)=[O:27])[CH:19]=[CH:20][CH:21]=2)=[O:13])[NH:3]1.CN(C=O)C.C(Cl)(=O)C(Cl)=O.[NH2:40][OH:41]. The catalyst is C1COCC1.C(O)(C)(C)C. The product is [OH:41][NH:40][C:26](=[O:27])[CH2:25][CH2:24][CH2:23][O:22][C:18]1[CH:17]=[C:16]([CH2:15][NH:14][C:12]([C:4]2[NH:3][C:2](=[O:1])[C:11]3[C:6](=[CH:7][CH:8]=[CH:9][CH:10]=3)[N:5]=2)=[O:13])[CH:21]=[CH:20][CH:19]=1. The yield is 0.0900. (3) The yield is 0.680. The product is [CH2:17]([N:15]1[CH:16]=[C:12]([C:10]([C:9]2[C:4]([F:3])=[N:5][CH:6]=[CH:7][CH:8]=2)=[O:11])[N:13]=[CH:14]1)[C:18]1[CH:23]=[CH:22][CH:21]=[CH:20][CH:19]=1. The reactants are [H-].[Na+].[F:3][C:4]1[C:9]([C:10]([C:12]2[N:13]=[CH:14][NH:15][CH:16]=2)=[O:11])=[CH:8][CH:7]=[CH:6][N:5]=1.[CH2:17](Br)[C:18]1[CH:23]=[CH:22][CH:21]=[CH:20][CH:19]=1. The catalyst is O1CCCC1.C(OCC)(=O)C. (4) The reactants are [F:1][C:2]1[CH:3]=[C:4]([CH:7]=[CH:8][C:9]=1[OH:10])[CH:5]=[O:6].N1C=CC=CC=1.[CH3:17][N:18]([CH3:22])[C:19](Cl)=[O:20]. The catalyst is C(Cl)Cl.O. The product is [CH3:17][N:18]([CH3:22])[C:19](=[O:20])[O:10][C:9]1[CH:8]=[CH:7][C:4]([CH:5]=[O:6])=[CH:3][C:2]=1[F:1]. The yield is 0.960. (5) The reactants are [C:1]1([CH2:7][NH:8][C@@H:9]([C:12]([OH:14])=[O:13])[CH2:10][OH:11])[CH:6]=[CH:5][CH:4]=[CH:3][CH:2]=1.C([O-])([O-])=O.[K+].[K+].Cl[CH2:22][C:23](Cl)=[O:24].[OH-].[Na+]. The catalyst is C1COCC1.O. The product is [O:24]=[C:23]1[N:8]([CH2:7][C:1]2[CH:2]=[CH:3][CH:4]=[CH:5][CH:6]=2)[C@@H:9]([C:12]([OH:14])=[O:13])[CH2:10][O:11][CH2:22]1. The yield is 0.750. (6) The reactants are [NH2:1][C@@H:2]([CH2:8][C:9]1[CH:14]=[CH:13][C:12]([C:15]2[CH:20]=[C:19]([O:21][C@H:22]([C:27]3[CH:32]=[CH:31][C:30]([Cl:33])=[CH:29][C:28]=3[N:34]3[CH:38]=[CH:37][C:36]([CH3:39])=[N:35]3)[C:23]([F:26])([F:25])[F:24])[N:18]=[C:17]([NH2:40])[N:16]=2)=[CH:11][CH:10]=1)[C:3]([O:5][CH2:6][CH3:7])=[O:4].[C:41]([OH:53])(=[O:52])[CH2:42][NH:43][C:44]([C:46]1[CH:51]=[CH:50][CH:49]=[CH:48][CH:47]=1)=[O:45]. The catalyst is CCO. The product is [C:41]([OH:53])(=[O:52])[CH2:42][NH:43][C:44]([C:46]1[CH:47]=[CH:48][CH:49]=[CH:50][CH:51]=1)=[O:45].[NH2:1][C@@H:2]([CH2:8][C:9]1[CH:10]=[CH:11][C:12]([C:15]2[CH:20]=[C:19]([O:21][C@H:22]([C:27]3[CH:32]=[CH:31][C:30]([Cl:33])=[CH:29][C:28]=3[N:34]3[CH:38]=[CH:37][C:36]([CH3:39])=[N:35]3)[C:23]([F:25])([F:26])[F:24])[N:18]=[C:17]([NH2:40])[N:16]=2)=[CH:13][CH:14]=1)[C:3]([O:5][CH2:6][CH3:7])=[O:4]. The yield is 0.690.